This data is from Forward reaction prediction with 1.9M reactions from USPTO patents (1976-2016). The task is: Predict the product of the given reaction. (1) Given the reactants [I:1]([OH:5])(=[O:4])(=[O:3])=[O:2].[O-2:6].[O-2].[O-2].[Cr+6:9].[C:10]([O:14][C@@H:15]([C:18]1[C:19]([C:35]2[CH:40]=[CH:39][C:38]([Cl:41])=[CH:37][CH:36]=2)=[C:20]2[C:25](=[CH:26][C:27]=1[CH3:28])[N:24]=[C:23]([N:29]1[CH2:34][CH2:33][O:32][CH2:31][CH2:30]1)[CH:22]=[CH:21]2)[CH2:16][OH:17])([CH3:13])([CH3:12])[CH3:11], predict the reaction product. The product is: [I:1]([OH:5])(=[O:4])(=[O:3])=[O:2].[O-2:14].[O-2:6].[O-2:2].[Cr+6:9].[C:10]([O:14][C@@H:15]([C:18]1[C:19]([C:35]2[CH:36]=[CH:37][C:38]([Cl:41])=[CH:39][CH:40]=2)=[C:20]2[C:25](=[CH:26][C:27]=1[CH3:28])[N:24]=[C:23]([N:29]1[CH2:34][CH2:33][O:32][CH2:31][CH2:30]1)[CH:22]=[CH:21]2)[C:16]([OH:6])=[O:17])([CH3:13])([CH3:11])[CH3:12]. (2) Given the reactants Cl[C:2]1[O:3][C:4]([CH2:14][CH2:15][CH2:16][O:17][C:18]2[CH:23]=[CH:22][CH:21]=[CH:20][C:19]=2[CH3:24])=[C:5]([C:7]2[CH:12]=[CH:11][C:10]([Cl:13])=[CH:9][CH:8]=2)[N:6]=1.[CH3:25][C:26]1[NH:27][CH:28]=[CH:29][N:30]=1.C(=O)([O-])[O-].[K+].[K+], predict the reaction product. The product is: [Cl:13][C:10]1[CH:11]=[CH:12][C:7]([C:5]2[N:6]=[C:2]([N:27]3[CH:28]=[CH:29][N:30]=[C:26]3[CH3:25])[O:3][C:4]=2[CH2:14][CH2:15][CH2:16][O:17][C:18]2[CH:23]=[CH:22][CH:21]=[CH:20][C:19]=2[CH3:24])=[CH:8][CH:9]=1. (3) Given the reactants [Cl:1][C:2]1[C:3]([F:31])=[C:4]([CH:8]2[C:12]([C:15]3[CH:20]=[CH:19][C:18]([Cl:21])=[CH:17][C:16]=3[F:22])([C:13]#[N:14])[CH:11]([CH2:23][C:24]([CH3:27])([CH3:26])[CH3:25])[NH:10][CH:9]2[C:28]([OH:30])=O)[CH:5]=[CH:6][CH:7]=1.[NH2:32][C:33]1[CH:37]=[CH:36][N:35]([CH2:38][C:39]([CH3:49])([CH3:48])[O:40][CH2:41][C@@H:42]([OH:47])[CH2:43][N:44]([CH3:46])[CH3:45])[N:34]=1.CN(C(ON1N=NC2C=CC=NC1=2)=[N+](C)C)C.F[P-](F)(F)(F)(F)F.CCN(C(C)C)C(C)C, predict the reaction product. The product is: [CH3:46][N:44]([CH3:45])[CH2:43][C@H:42]([OH:47])[CH2:41][O:40][C:39]([CH3:48])([CH3:49])[CH2:38][N:35]1[CH:36]=[CH:37][C:33]([NH:32][C:28]([CH:9]2[CH:8]([C:4]3[CH:5]=[CH:6][CH:7]=[C:2]([Cl:1])[C:3]=3[F:31])[C:12]([C:15]3[CH:20]=[CH:19][C:18]([Cl:21])=[CH:17][C:16]=3[F:22])([C:13]#[N:14])[CH:11]([CH2:23][C:24]([CH3:26])([CH3:25])[CH3:27])[NH:10]2)=[O:30])=[N:34]1. (4) Given the reactants [CH3:1][C@:2]12[C:10]([C:11]3([CH:14]=[CH:15][CH2:16][C:17]([OH:20])([CH3:19])[CH3:18])[CH2:13][CH2:12]3)=[CH:9][CH2:8][C@H:7]1[C:6](=[O:21])[CH2:5][CH2:4][CH2:3]2.[CH3:22][Si:23](C1NC=CN=1)([CH3:25])[CH3:24], predict the reaction product. The product is: [CH3:1][C@:2]12[C:10]([C:11]3([CH2:14][CH2:15][CH2:16][C:17]([CH3:18])([O:20][Si:23]([CH3:25])([CH3:24])[CH3:22])[CH3:19])[CH2:13][CH2:12]3)=[CH:9][CH2:8][C@H:7]1[C:6](=[O:21])[CH2:5][CH2:4][CH2:3]2. (5) Given the reactants [CH3:1][C:2]1([CH2:15][N:16]2[CH2:21][CH2:20][N:19]([C:22]3[CH:27]=[CH:26][CH:25]=[CH:24][CH:23]=3)[CH2:18][CH2:17]2)[CH2:6][C:5]2[C:7]([CH3:14])=[C:8]([OH:13])[C:9]([CH3:12])=[C:10]([CH3:11])[C:4]=2[O:3]1.[CH2:28](Br)[C:29]1[CH:34]=[CH:33][CH:32]=[CH:31][CH:30]=1, predict the reaction product. The product is: [CH2:28]([O:13][C:8]1[C:9]([CH3:12])=[C:10]([CH3:11])[C:4]2[O:3][C:2]([CH3:1])([CH2:15][N:16]3[CH2:21][CH2:20][N:19]([C:22]4[CH:23]=[CH:24][CH:25]=[CH:26][CH:27]=4)[CH2:18][CH2:17]3)[CH2:6][C:5]=2[C:7]=1[CH3:14])[C:29]1[CH:34]=[CH:33][CH:32]=[CH:31][CH:30]=1. (6) The product is: [CH3:36][O:35][C:32]([C:2]1[N:7]=[C:6]([O:8][CH3:9])[N:5]=[C:4]([NH:10][C:11]2[CH:16]=[CH:15][C:14]([N:17]3[CH:21]=[C:20]([CH3:22])[N:19]=[CH:18]3)=[C:13]([O:23][CH3:24])[CH:12]=2)[N:3]=1)=[O:34]. Given the reactants Cl[C:2]1[N:7]=[C:6]([O:8][CH3:9])[N:5]=[C:4]([NH:10][C:11]2[CH:16]=[CH:15][C:14]([N:17]3[CH:21]=[C:20]([CH3:22])[N:19]=[CH:18]3)=[C:13]([O:23][CH3:24])[CH:12]=2)[N:3]=1.C(N(CC)CC)C.[C:32]([O:35][CH2:36]C)(=[O:34])C, predict the reaction product. (7) Given the reactants [OH:1][C:2]1[CH:7]=[C:6]([Br:8])[CH:5]=[CH:4][N:3]=1.[H-].[Na+].[CH3:11]I.O, predict the reaction product. The product is: [Br:8][C:6]1[CH:5]=[CH:4][N:3]([CH3:11])[C:2](=[O:1])[CH:7]=1.